Regression/Classification. Given a drug SMILES string, predict its absorption, distribution, metabolism, or excretion properties. Task type varies by dataset: regression for continuous measurements (e.g., permeability, clearance, half-life) or binary classification for categorical outcomes (e.g., BBB penetration, CYP inhibition). For this dataset (lipophilicity_astrazeneca), we predict Y. From a dataset of Experimental lipophilicity measurements (octanol/water distribution) for 4,200 compounds from AstraZeneca. The Y is 1.99 logD. The compound is COc1ccc([C@@H]2Sc3ccccc3N(CCN(C)C)C(=O)[C@@H]2OC(C)=O)cc1.